Dataset: Full USPTO retrosynthesis dataset with 1.9M reactions from patents (1976-2016). Task: Predict the reactants needed to synthesize the given product. (1) Given the product [CH2:1]([O:3][C:4]([C:6]1[CH:11]=[CH:10][C:9]([C:13]([F:16])([F:15])[F:14])=[C:8]([C:1]([O:3][CH2:4][CH3:6])=[CH2:2])[N:7]=1)=[O:5])[CH3:2], predict the reactants needed to synthesize it. The reactants are: [CH2:1]([O:3][C:4]([C:6]1[C:11](Cl)=[CH:10][C:9]([C:13]([F:16])([F:15])[F:14])=[CH:8][N:7]=1)=[O:5])[CH3:2]. (2) The reactants are: [CH2:1]([O:3][C:4]1[CH:5]=[C:6]([C:14]2[CH:19]=[C:18]([C:20]([F:23])([F:22])[F:21])[N:17]3[N:24]=[CH:25][C:26]([C:27](O)=[O:28])=[C:16]3[N:15]=2)[CH:7]=[CH:8][C:9]=1[C:10]([F:13])([F:12])[F:11])[CH3:2].[OH:30][CH2:31][C:32]([NH:35][S:36]([C:39]1[S:43][C:42]([NH2:44])=[N:41][C:40]=1[CH3:45])(=[O:38])=[O:37])([CH3:34])[CH3:33]. Given the product [OH:30][CH2:31][C:32]([NH:35][S:36]([C:39]1[S:43][C:42]([NH:44][C:27]([C:26]2[CH:25]=[N:24][N:17]3[C:18]([C:20]([F:21])([F:22])[F:23])=[CH:19][C:14]([C:6]4[CH:7]=[CH:8][C:9]([C:10]([F:13])([F:12])[F:11])=[C:4]([O:3][CH2:1][CH3:2])[CH:5]=4)=[N:15][C:16]=23)=[O:28])=[N:41][C:40]=1[CH3:45])(=[O:38])=[O:37])([CH3:34])[CH3:33], predict the reactants needed to synthesize it. (3) Given the product [Cl:11][C:10]1[C:5]([C:3]([OH:4])=[O:2])=[N:6][C:7]([NH:12][C:13]2[CH:18]=[CH:17][CH:16]=[CH:15][CH:14]=2)=[N:8][CH:9]=1, predict the reactants needed to synthesize it. The reactants are: C[O:2][C:3]([C:5]1[C:10]([Cl:11])=[CH:9][N:8]=[C:7]([NH:12][C:13]2[CH:18]=[CH:17][CH:16]=[CH:15][CH:14]=2)[N:6]=1)=[O:4].Cl. (4) Given the product [CH3:2][O:3][C:4]1[CH:5]=[CH:6][C:7]([N:10]2[C:14]([C:15]3[CH:24]=[CH:23][C:18]([O:19][CH2:20][CH2:21][NH:22][C:35]([NH2:36])=[O:34])=[CH:17][CH:16]=3)=[CH:13][C:12]([C:25]([F:28])([F:26])[F:27])=[N:11]2)=[CH:8][CH:9]=1, predict the reactants needed to synthesize it. The reactants are: Cl.[CH3:2][O:3][C:4]1[CH:9]=[CH:8][C:7]([N:10]2[C:14]([C:15]3[CH:24]=[CH:23][C:18]([O:19][CH2:20][CH2:21][NH2:22])=[CH:17][CH:16]=3)=[CH:13][C:12]([C:25]([F:28])([F:27])[F:26])=[N:11]2)=[CH:6][CH:5]=1.C([O-])(=O)C.[Na+].[O-:34][C:35]#[N:36].[K+]. (5) Given the product [CH:1]1([C:7]2[C:8]3[CH:9]=[CH:10][C:11]([C:32]([OH:34])=[O:33])=[CH:12][C:13]=3[N:14]3[C:21]=2[C:20]2[CH:22]=[CH:23][CH:24]=[CH:25][C:19]=2[N:18]([CH2:26][CH2:27][N:28]([CH3:30])[CH3:29])[CH2:17][CH2:16][CH2:15]3)[CH2:2][CH2:3][CH2:4][CH2:5][CH2:6]1, predict the reactants needed to synthesize it. The reactants are: [CH:1]1([C:7]2[C:8]3[CH:9]=[CH:10][C:11]([C:32]([O:34]C)=[O:33])=[CH:12][C:13]=3[N:14]3[C:21]=2[C:20]2[CH:22]=[CH:23][CH:24]=[CH:25][C:19]=2[N:18]([CH2:26][CH2:27][N:28]([CH3:30])[CH3:29])[C:17](=O)[CH2:16][CH2:15]3)[CH2:6][CH2:5][CH2:4][CH2:3][CH2:2]1.S(C)C.CO.[OH-].[Na+].